Task: Predict the product of the given reaction.. Dataset: Forward reaction prediction with 1.9M reactions from USPTO patents (1976-2016) (1) Given the reactants [CH3:1][O:2][C:3]1[CH:8]=[CH:7][N:6]=[C:5]2[C:9](=[O:21])[N:10]([CH2:12][C:13]3[CH:18]=[CH:17][C:16]([O:19][CH3:20])=[CH:15][CH:14]=3)[CH2:11][C:4]=12.[H-].[Na+].FC(F)CN1[CH2:32][CH2:31][C:30]2(N3C(=O)C(NC4N=CN=C(NC(C5CC5)=O)C=4OC)=CC(C)=C3C(=O)N2)[CH2:29][CH2:28]1, predict the reaction product. The product is: [CH3:1][O:2][C:3]1[CH:8]=[CH:7][N:6]=[C:5]2[C:9](=[O:21])[N:10]([CH2:12][C:13]3[CH:18]=[CH:17][C:16]([O:19][CH3:20])=[CH:15][CH:14]=3)[C:11]3([CH2:32][CH2:31][CH2:30][CH2:29][CH2:28]3)[C:4]=12. (2) Given the reactants [OH:1][CH:2]1[CH2:7][CH2:6][CH:5]([C:8]2[N:13]=[N:12][C:11]([C:14]3[CH:15]=[C:16]([CH2:20][C:21]([O:23][CH3:24])=[O:22])[CH:17]=[N:18][CH:19]=3)=[CH:10][CH:9]=2)[CH2:4][CH2:3]1.[Br:25][C:26]1[CH:31]=[CH:30][C:29]([F:32])=[CH:28][C:27]=1O, predict the reaction product. The product is: [CH3:24][O:23][C:21](=[O:22])[CH2:20][C:16]1[CH:17]=[N:18][CH:19]=[C:14]([C:11]2[N:12]=[N:13][C:8]([CH:5]3[CH2:6][CH2:7][CH:2]([O:1][C:31]4[CH:30]=[C:29]([F:32])[CH:28]=[CH:27][C:26]=4[Br:25])[CH2:3][CH2:4]3)=[CH:9][CH:10]=2)[CH:15]=1. (3) Given the reactants [CH3:1][C:2]1[C:11]2[C:6](=[CH:7][CH:8]=[CH:9][CH:10]=2)[CH:5]=[N:4][C:3]=1[NH:12][S:13]([C:16]1[CH:26]=[CH:25][C:19]([C:20]([O:22][CH2:23][CH3:24])=[O:21])=[CH:18][CH:17]=1)(=[O:15])=[O:14].[Br:27][C:28]1[CH:33]=[CH:32][C:31]([CH2:34]Br)=[CH:30][CH:29]=1, predict the reaction product. The product is: [Br:27][C:28]1[CH:33]=[CH:32][C:31]([CH2:34][N:12]([C:3]2[N:4]=[CH:5][C:6]3[C:11]([C:2]=2[CH3:1])=[CH:10][CH:9]=[CH:8][CH:7]=3)[S:13]([C:16]2[CH:26]=[CH:25][C:19]([C:20]([O:22][CH2:23][CH3:24])=[O:21])=[CH:18][CH:17]=2)(=[O:15])=[O:14])=[CH:30][CH:29]=1. (4) Given the reactants [OH:1][CH2:2][C:3]1[N:7]([CH2:8][CH2:9][CH3:10])[C:6](=[O:11])[N:5]([CH2:12][C:13]2[CH:18]=[CH:17][C:16]([CH3:19])=[CH:15][CH:14]=2)[N:4]=1.[C:20]([O:24][C:25](=[O:39])[C:26]([CH3:38])([O:28][C:29]1[CH:37]=[CH:36][C:32]([C:33](O)=[O:34])=[CH:31][CH:30]=1)[CH3:27])([CH3:23])([CH3:22])[CH3:21].C(Cl)CCl, predict the reaction product. The product is: [C:20]([O:24][C:25](=[O:39])[C:26]([CH3:27])([O:28][C:29]1[CH:37]=[CH:36][C:32]([C:33]([O:1][CH2:2][C:3]2[N:7]([CH2:8][CH2:9][CH3:10])[C:6](=[O:11])[N:5]([CH2:12][C:13]3[CH:18]=[CH:17][C:16]([CH3:19])=[CH:15][CH:14]=3)[N:4]=2)=[O:34])=[CH:31][CH:30]=1)[CH3:38])([CH3:21])([CH3:22])[CH3:23].